Task: Binary Classification. Given a drug SMILES string, predict its activity (active/inactive) in a high-throughput screening assay against a specified biological target.. Dataset: HIV replication inhibition screening data with 41,000+ compounds from the AIDS Antiviral Screen (1) The compound is O=C1NCN(c2ccccc2)C12CCN(CC1COc3ccccc3O1)CC2. The result is 0 (inactive). (2) The molecule is O=C1NC23CC=CCC12CCC3. The result is 0 (inactive). (3) The drug is Cn1cc(B(O)O)c(=O)[nH]c1=O. The result is 0 (inactive). (4) The result is 0 (inactive). The compound is COc1nc(N)c(N=CC(OC(C)=O)C(OC(C)=O)C(COC(C)=O)OC(C)=O)c(=O)n1C. (5) The result is 0 (inactive). The compound is COc1ccc(C2NC(c3ccc(OC)cc3)C(C)C(=O)C2C)cc1. (6) The molecule is CC(c1ccccc1)n1c2ccccc2c2c(N)ncnc21. The result is 0 (inactive). (7) The result is 0 (inactive). The molecule is Br.COc1ccc(-c2csc(=Nc3ccccc3)n2CC(O)c2ccc([N+](=O)[O-])cc2)cc1. (8) The drug is CCCNC(=O)N(CC(C)C)S(=O)(=O)c1ccc(Cl)cc1. The result is 0 (inactive).